From a dataset of NCI-60 drug combinations with 297,098 pairs across 59 cell lines. Regression. Given two drug SMILES strings and cell line genomic features, predict the synergy score measuring deviation from expected non-interaction effect. (1) Drug 1: C1=CC(=CC=C1CCCC(=O)O)N(CCCl)CCCl. Drug 2: C#CCC(CC1=CN=C2C(=N1)C(=NC(=N2)N)N)C3=CC=C(C=C3)C(=O)NC(CCC(=O)O)C(=O)O. Cell line: HOP-62. Synergy scores: CSS=32.3, Synergy_ZIP=-8.33, Synergy_Bliss=-7.29, Synergy_Loewe=-4.90, Synergy_HSA=-7.06. (2) Drug 1: CN(C(=O)NC(C=O)C(C(C(CO)O)O)O)N=O. Drug 2: CC1C(C(CC(O1)OC2CC(CC3=C2C(=C4C(=C3O)C(=O)C5=CC=CC=C5C4=O)O)(C(=O)C)O)N)O. Cell line: OVCAR-4. Synergy scores: CSS=23.9, Synergy_ZIP=-0.909, Synergy_Bliss=-1.00, Synergy_Loewe=-34.2, Synergy_HSA=0.226.